From a dataset of Peptide-MHC class I binding affinity with 185,985 pairs from IEDB/IMGT. Regression. Given a peptide amino acid sequence and an MHC pseudo amino acid sequence, predict their binding affinity value. This is MHC class I binding data. (1) The peptide sequence is RRLTVCGGIMF. The MHC is HLA-A30:02 with pseudo-sequence HLA-A30:02. The binding affinity (normalized) is 0.213. (2) The peptide sequence is IMNEGWASF. The MHC is HLA-A26:01 with pseudo-sequence HLA-A26:01. The binding affinity (normalized) is 0.0847.